From a dataset of Forward reaction prediction with 1.9M reactions from USPTO patents (1976-2016). Predict the product of the given reaction. (1) Given the reactants [C:1]([O:5][C:6]([NH:8][C:9]1[CH:10]=[C:11]([CH2:16][CH2:17][C:18]([O:20][CH2:21][CH3:22])=[O:19])[CH:12]=[CH:13][C:14]=1Cl)=[O:7])([CH3:4])([CH3:3])[CH3:2].[CH3:23][C:24]1([CH3:40])[C:28]([CH3:30])([CH3:29])[O:27][B:26]([B:26]2[O:27][C:28]([CH3:30])([CH3:29])[C:24]([CH3:40])([CH3:23])[O:25]2)[O:25]1.C1(P(C2CCCCC2)C2C=CC=CC=2C2C(C(C)C)=CC(C(C)C)=CC=2C(C)C)CCCCC1.C([O-])(=O)C.[K+], predict the reaction product. The product is: [C:1]([O:5][C:6]([NH:8][C:9]1[CH:10]=[C:11]([CH2:16][CH2:17][C:18]([O:20][CH2:21][CH3:22])=[O:19])[CH:12]=[CH:13][C:14]=1[B:26]1[O:27][C:28]([CH3:30])([CH3:29])[C:24]([CH3:40])([CH3:23])[O:25]1)=[O:7])([CH3:4])([CH3:3])[CH3:2]. (2) Given the reactants [F:1][C:2]1[C:3]([C:24]2[N:25]([CH:30]([CH3:32])[CH3:31])[C:26]([CH3:29])=[N:27][CH:28]=2)=[N:4][C:5]([NH:8][CH:9]2[CH2:14][CH2:13][N:12]([S:15]([CH:18]3[CH2:23][CH2:22][NH:21][CH2:20][CH2:19]3)(=[O:17])=[O:16])[CH2:11][CH2:10]2)=[N:6][CH:7]=1.C=O.[C:35]([BH3-])#N.[Na+], predict the reaction product. The product is: [F:1][C:2]1[C:3]([C:24]2[N:25]([CH:30]([CH3:32])[CH3:31])[C:26]([CH3:29])=[N:27][CH:28]=2)=[N:4][C:5]([NH:8][CH:9]2[CH2:14][CH2:13][N:12]([S:15]([CH:18]3[CH2:23][CH2:22][N:21]([CH3:35])[CH2:20][CH2:19]3)(=[O:16])=[O:17])[CH2:11][CH2:10]2)=[N:6][CH:7]=1. (3) Given the reactants C([O-])([O-])=O.[Cs+].[Cs+].Br[C:8]1[CH:9]=[C:10]2[C:19](=[CH:20][CH:21]=1)[C:13]1([CH2:18][CH2:17][O:16][CH2:15][CH2:14]1)[CH2:12][C:11]2=[O:22].[C:23]([C:25]1[CH:26]=[C:27](B(O)O)[CH:28]=[CH:29][CH:30]=1)#[N:24].N#N, predict the reaction product. The product is: [O:22]=[C:11]1[C:10]2[C:19](=[CH:20][CH:21]=[C:8]([C:29]3[CH:30]=[C:25]([CH:26]=[CH:27][CH:28]=3)[C:23]#[N:24])[CH:9]=2)[C:13]2([CH2:18][CH2:17][O:16][CH2:15][CH2:14]2)[CH2:12]1.